From a dataset of Forward reaction prediction with 1.9M reactions from USPTO patents (1976-2016). Predict the product of the given reaction. (1) Given the reactants [CH2:1]([O:3][C:4](=[O:23])[CH2:5][C:6]1[CH:11]=[CH:10][CH:9]=[C:8]([NH:12][C:13](=[O:22])[C:14]2[CH:19]=[CH:18][C:17](Br)=[CH:16][C:15]=2[CH3:21])[CH:7]=1)[CH3:2].[C:24]1(B(O)O)[CH:29]=[CH:28][CH:27]=[CH:26][CH:25]=1, predict the reaction product. The product is: [CH2:1]([O:3][C:4](=[O:23])[CH2:5][C:6]1[CH:11]=[CH:10][CH:9]=[C:8]([NH:12][C:13]([C:14]2[CH:19]=[CH:18][C:17]([C:24]3[CH:29]=[CH:28][CH:27]=[CH:26][CH:25]=3)=[CH:16][C:15]=2[CH3:21])=[O:22])[CH:7]=1)[CH3:2]. (2) Given the reactants [OH:1][C:2]1[CH:9]=[CH:8][C:5]([CH:6]=[O:7])=[CH:4][CH:3]=1.[CH2:10]([OH:13])[CH2:11][OH:12].[C:14]1([CH3:24])C(S([O-])(=O)=O)=CC=CC=1.[NH+]1C=CC=CC=1.O.C1(C)C=CC(S(O)(=O)=[O:39])=CC=1.C(=O)(O)[O-].[Na+], predict the reaction product. The product is: [OH:39][CH2:14][CH2:24][O:7][C:6]1([C:5]2[CH:8]=[CH:9][C:2]([OH:1])=[CH:3][CH:4]=2)[O:13][CH2:10][CH2:11][O:12]1.